Dataset: Forward reaction prediction with 1.9M reactions from USPTO patents (1976-2016). Task: Predict the product of the given reaction. (1) Given the reactants Br[C:2]1[C:3](=[O:20])[N:4]([C:14]2[CH:19]=[CH:18][CH:17]=[CH:16][CH:15]=2)[CH:5]=[C:6]([C:8]2[CH:13]=[CH:12][CH:11]=[CH:10][N:9]=2)[CH:7]=1.[C:21]1([OH:27])[CH:26]=[CH:25][CH:24]=[CH:23][CH:22]=1.C(=O)([O-])[O-].[K+].[K+].O.N, predict the reaction product. The product is: [O:27]([C:2]1[C:3](=[O:20])[N:4]([C:14]2[CH:19]=[CH:18][CH:17]=[CH:16][CH:15]=2)[CH:5]=[C:6]([C:8]2[CH:13]=[CH:12][CH:11]=[CH:10][N:9]=2)[CH:7]=1)[C:21]1[CH:26]=[CH:25][CH:24]=[CH:23][CH:22]=1. (2) Given the reactants Cl[C:2]1[N:3]=[C:4]([CH3:13])[CH:5]=[C:6]2[CH2:11][CH2:10][O:9][C:8](=[O:12])[C:7]=12.C(N(CC)CC)C.[NH:21]1[CH2:26][CH2:25][CH2:24][CH2:23][CH2:22]1, predict the reaction product. The product is: [CH3:13][C:4]1[CH:5]=[C:6]2[CH2:11][CH2:10][O:9][C:8](=[O:12])[C:7]2=[C:2]([N:21]2[CH2:26][CH2:25][CH2:24][CH2:23][CH2:22]2)[N:3]=1. (3) Given the reactants [O:1]=[C:2]1[C:6]2[CH:7]=[CH:8][C:9]([CH2:11][CH2:12][N:13]3[CH2:18][CH2:17][NH:16][CH2:15][C:14]3=[O:19])=[CH:10][C:5]=2[CH2:4][O:3]1.O=[C:21]1[CH2:30][CH2:29][C:28]2[CH:27]=[C:26]([C:31]#[N:32])[CH:25]=[CH:24][C:23]=2[CH2:22]1, predict the reaction product. The product is: [O:19]=[C:14]1[N:13]([CH2:12][CH2:11][C:9]2[CH:8]=[CH:7][C:6]3[C:2](=[O:1])[O:3][CH2:4][C:5]=3[CH:10]=2)[CH2:18][CH2:17][N:16]([CH:21]2[CH2:30][CH2:29][C:28]3[CH:27]=[C:26]([C:31]#[N:32])[CH:25]=[CH:24][C:23]=3[CH2:22]2)[CH2:15]1. (4) Given the reactants [F:1][C:2]1[CH:11]=[C:10]2[C:5]([CH2:6][CH2:7][C:8](=[O:13])[N:9]2[CH3:12])=[CH:4][C:3]=1B1OC(C)(C)C(C)(C)O1.Br[C:24]1[CH:25]=[C:26]([CH:30]([NH:32][C:33](=[O:36])[CH2:34][CH3:35])[CH3:31])[CH:27]=[N:28][CH:29]=1.C([O-])([O-])=O.[Na+].[Na+].C([O-])(O)=O.[Na+], predict the reaction product. The product is: [F:1][C:2]1[CH:11]=[C:10]2[C:5]([CH2:6][CH2:7][C:8](=[O:13])[N:9]2[CH3:12])=[CH:4][C:3]=1[C:24]1[CH:25]=[C:26]([CH:30]([NH:32][C:33](=[O:36])[CH2:34][CH3:35])[CH3:31])[CH:27]=[N:28][CH:29]=1. (5) Given the reactants C[O:2][C:3](=[O:24])[C:4]1[CH:23]=[CH:22][CH:21]=[C:6]([C:7]([NH:9][CH2:10][C:11]([C:13]2[CH:18]=[CH:17][C:16]([O:19][CH3:20])=[CH:15][CH:14]=2)=[O:12])=O)[CH:5]=1.[OH-].[Na+], predict the reaction product. The product is: [CH3:20][O:19][C:16]1[CH:17]=[CH:18][C:13]([C:11]2[O:12][C:7]([C:6]3[CH:5]=[C:4]([CH:23]=[CH:22][CH:21]=3)[C:3]([OH:2])=[O:24])=[N:9][CH:10]=2)=[CH:14][CH:15]=1.